Dataset: Forward reaction prediction with 1.9M reactions from USPTO patents (1976-2016). Task: Predict the product of the given reaction. (1) Given the reactants C(OC([N:8]1[CH2:14][CH2:13][C:12]2[C:15]([S:20][CH2:21][C:22]3[CH:27]=[CH:26][C:25]([C:28]([OH:30])=O)=[CH:24][N:23]=3)=[C:16]([Cl:19])[CH:17]=[CH:18][C:11]=2[CH2:10][CH2:9]1)=O)(C)(C)C.[C:31]([NH2:35])([CH3:34])([CH3:33])[CH3:32], predict the reaction product. The product is: [ClH:19].[C:31]([NH:35][C:28]([C:25]1[CH:26]=[CH:27][C:22]([CH2:21][S:20][C:15]2[C:12]3[CH2:13][CH2:14][NH:8][CH2:9][CH2:10][C:11]=3[CH:18]=[CH:17][C:16]=2[Cl:19])=[N:23][CH:24]=1)=[O:30])([CH3:34])([CH3:33])[CH3:32]. (2) Given the reactants [F:1][CH:2]([F:29])[CH2:3][N:4]1[CH2:9][C:8]2([CH2:14][CH2:13][N:12](C(OC(C)(C)C)=O)[CH2:11][CH2:10]2)[O:7][CH:6]([C:22]2[O:23][C:24]([CH2:27][CH3:28])=[CH:25][N:26]=2)[CH2:5]1.[ClH:30], predict the reaction product. The product is: [ClH:30].[F:29][CH:2]([F:1])[CH2:3][N:4]1[CH2:9][C:8]2([CH2:14][CH2:13][NH:12][CH2:11][CH2:10]2)[O:7][CH:6]([C:22]2[O:23][C:24]([CH2:27][CH3:28])=[CH:25][N:26]=2)[CH2:5]1. (3) Given the reactants [C:1]([C:5]1[CH:6]=[C:7]([CH2:41][O:42][Si](C)(C)C)[C:8]([O:39][CH3:40])=[C:9]([NH:11][C:12]([C:14]2[N:15]([CH3:38])[C:16]3[C:21]([CH:22]=2)=[CH:20][CH:19]=[CH:18][C:17]=3[CH2:23][N:24]2[CH2:29][CH2:28][N:27]([C:30]([C@@H:32]3[CH2:36][CH2:35][CH2:34][N:33]3[CH3:37])=[O:31])[CH2:26][CH2:25]2)=[O:13])[CH:10]=1)([CH3:4])([CH3:3])[CH3:2].Cl.C(=O)([O-])O.[Na+], predict the reaction product. The product is: [C:1]([C:5]1[CH:6]=[C:7]([CH2:41][OH:42])[C:8]([O:39][CH3:40])=[C:9]([NH:11][C:12]([C:14]2[N:15]([CH3:38])[C:16]3[C:21]([CH:22]=2)=[CH:20][CH:19]=[CH:18][C:17]=3[CH2:23][N:24]2[CH2:29][CH2:28][N:27]([C:30]([C@@H:32]3[CH2:36][CH2:35][CH2:34][N:33]3[CH3:37])=[O:31])[CH2:26][CH2:25]2)=[O:13])[CH:10]=1)([CH3:4])([CH3:2])[CH3:3]. (4) Given the reactants [Cl:1][C:2]1[CH:3]=[N:4][CH:5]=[C:6]([Cl:37])[C:7]=1[CH2:8][C@H:9]([O:20]C(=O)[C@@H](C1C=CC2C(=CC=C(OC)C=2)C=1)C)[C:10]1[CH:15]=[CH:14][C:13]([O:16][CH3:17])=[C:12]([O:18][CH3:19])[CH:11]=1.C1(C)C=CC=CC=1.CC(C)([O-])C.[K+], predict the reaction product. The product is: [Cl:37][C:6]1[CH:5]=[N:4][CH:3]=[C:2]([Cl:1])[C:7]=1[CH2:8][C@@H:9]([C:10]1[CH:15]=[CH:14][C:13]([O:16][CH3:17])=[C:12]([O:18][CH3:19])[CH:11]=1)[OH:20]. (5) Given the reactants [O:1]1[C:5]2[CH:6]=[CH:7][C:8]([C:10](Cl)=[O:11])=[CH:9][C:4]=2[O:3][CH2:2]1.[CH3:13][CH:14]([CH2:16][CH:17]([NH2:21])[CH2:18][CH2:19][CH3:20])[CH3:15], predict the reaction product. The product is: [CH3:13][CH:14]([CH2:16][CH:17]([NH:21][C:10]([C:8]1[CH:7]=[CH:6][C:5]2[O:1][CH2:2][O:3][C:4]=2[CH:9]=1)=[O:11])[CH2:18][CH2:19][CH3:20])[CH3:15]. (6) Given the reactants C1(P(C2C=CC=CC=2)C2C3OC4C(=CC=CC=4P(C4C=CC=CC=4)C4C=CC=CC=4)C(C)(C)C=3C=CC=2)C=CC=CC=1.CC(C)([O-])C.[Na+].[NH:49]1[CH2:54][CH2:53][O:52][CH2:51][CH2:50]1.[Br:55][C:56]1[CH:61]=[CH:60][C:59](I)=[CH:58][N:57]=1, predict the reaction product. The product is: [Br:55][C:56]1[N:57]=[CH:58][C:59]([N:49]2[CH2:54][CH2:53][O:52][CH2:51][CH2:50]2)=[CH:60][CH:61]=1. (7) Given the reactants [CH2:1]([O:3][C:4](=[O:21])[C:5](=[CH:17]OCC)[C:6](=[O:16])[C:7]1[C:8]([Cl:15])=[N:9][C:10]([Cl:14])=[C:11]([F:13])[CH:12]=1)[CH3:2].[CH2:22]([CH2:24][NH2:25])[OH:23], predict the reaction product. The product is: [Cl:15][C:8]1[N:9]=[C:10]([Cl:14])[C:11]([F:13])=[CH:12][C:7]=1[C:6](/[C:5](=[CH:17]/[NH:25][CH2:24][CH2:22][OH:23])/[C:4]([O:3][CH2:1][CH3:2])=[O:21])=[O:16].